Dataset: Reaction yield outcomes from USPTO patents with 853,638 reactions. Task: Predict the reaction yield, written as a fraction of the theoretical maximum amount of product (1.0 means a 100% yield; for example, 0.34 means a 34% yield). (1) The reactants are [Cl-].O[NH3+:3].[C:4](=[O:7])([O-])[OH:5].[Na+].CS(C)=O.[Si]([O:20][CH:21]([C:51]1[CH:56]=[CH:55][C:54]([F:57])=[CH:53][CH:52]=1)[CH2:22][N:23]1[C:28](=[O:29])[C:27]([CH2:30][C:31]2[CH:36]=[CH:35][C:34]([C:37]3[C:38]([C:43]#[N:44])=[CH:39][CH:40]=[CH:41][CH:42]=3)=[CH:33][CH:32]=2)=[C:26]([CH2:45][CH2:46][CH3:47])[N:25]2[N:48]=[CH:49][N:50]=[C:24]12)(C(C)(C)C)(C)C. The catalyst is O.C(OCC)(=O)C. The product is [F:57][C:54]1[CH:55]=[CH:56][C:51]([CH:21]([OH:20])[CH2:22][N:23]2[C:28](=[O:29])[C:27]([CH2:30][C:31]3[CH:32]=[CH:33][C:34]([C:37]4[CH:42]=[CH:41][CH:40]=[CH:39][C:38]=4[C:43]4[NH:44][C:4](=[O:7])[O:5][N:3]=4)=[CH:35][CH:36]=3)=[C:26]([CH2:45][CH2:46][CH3:47])[N:25]3[N:48]=[CH:49][N:50]=[C:24]23)=[CH:52][CH:53]=1. The yield is 0.610. (2) The reactants are C([Li])(C)(C)C.Br[C:7]1[CH:12]=[CH:11][C:10]([CH2:13][C:14]([CH3:23])([CH3:22])[C:15]([O:17][C:18]([CH3:21])([CH3:20])[CH3:19])=[O:16])=[CH:9][CH:8]=1.CN(C)[CH:26]=[O:27].O. The catalyst is CCCCC.O1CCCC1. The product is [CH:26]([C:7]1[CH:12]=[CH:11][C:10]([CH2:13][C:14]([CH3:23])([CH3:22])[C:15]([O:17][C:18]([CH3:21])([CH3:20])[CH3:19])=[O:16])=[CH:9][CH:8]=1)=[O:27]. The yield is 0.510.